The task is: Predict the reaction yield, written as a fraction of the theoretical maximum amount of product (1.0 means a 100% yield; for example, 0.34 means a 34% yield).. This data is from Reaction yield outcomes from USPTO patents with 853,638 reactions. (1) The reactants are Br[C:2]1[N:7]=[N:6][C:5]([NH2:8])=[N:4][C:3]=1[C:9]1[CH:14]=[CH:13][CH:12]=[CH:11][CH:10]=1.[Cl:15][C:16]1[CH:21]=[CH:20][C:19](B(O)O)=[CH:18][CH:17]=1. No catalyst specified. The product is [Cl:15][C:16]1[CH:21]=[CH:20][C:19]([C:2]2[N:7]=[N:6][C:5]([NH2:8])=[N:4][C:3]=2[C:9]2[CH:14]=[CH:13][CH:12]=[CH:11][CH:10]=2)=[CH:18][CH:17]=1. The yield is 0.560. (2) The reactants are [O:1]=[C:2]1[CH2:11][CH2:10][CH2:9][C:8]2[CH:7]=[C:6]([C:12]([O:14][CH3:15])=[O:13])[CH:5]=[CH:4][C:3]1=2.[O:16]1[CH2:20][CH2:19][CH:18]([CH:21]=O)[CH2:17]1.N1CCCC1.C(OCC)(=O)C.CCCCCC. The catalyst is CO. The product is [O:1]=[C:2]1[C:11](=[CH:21][CH:18]2[CH2:19][CH2:20][O:16][CH2:17]2)[CH2:10][CH2:9][C:8]2[CH:7]=[C:6]([C:12]([O:14][CH3:15])=[O:13])[CH:5]=[CH:4][C:3]1=2. The yield is 0.580. (3) The reactants are [N:1]1[CH:6]=[CH:5][CH:4]=[C:3]([C:7]2[CH:14]=[CH:13][CH:12]=[CH:11][C:8]=2[CH:9]=[O:10])[CH:2]=1.[BH4-].[Na+].Cl. The catalyst is CO. The product is [N:1]1[CH:6]=[CH:5][CH:4]=[C:3]([C:7]2[CH:14]=[CH:13][CH:12]=[CH:11][C:8]=2[CH2:9][OH:10])[CH:2]=1. The yield is 0.940. (4) The reactants are [Cl:1][C:2]1[CH:3]=[C:4]([C@H:8]([O:22][CH2:23][C:24]([O:26]CC)=O)[C@@H:9]2[CH2:14][CH2:13][CH2:12][N:11]([C:15]([O:17][C:18]([CH3:21])([CH3:20])[CH3:19])=[O:16])[CH2:10]2)[CH:5]=[CH:6][CH:7]=1.[NH3:29].CO. No catalyst specified. The product is [NH2:29][C:24](=[O:26])[CH2:23][O:22][C@@H:8]([C:4]1[CH:5]=[CH:6][CH:7]=[C:2]([Cl:1])[CH:3]=1)[C@@H:9]1[CH2:14][CH2:13][CH2:12][N:11]([C:15]([O:17][C:18]([CH3:21])([CH3:20])[CH3:19])=[O:16])[CH2:10]1. The yield is 1.00. (5) The reactants are [CH:1]1(/[C:4](=[N:15]\[O:16][CH3:17])/[CH2:5][O:6][C:7]2[CH:12]=[CH:11][C:10]([CH2:13][OH:14])=[CH:9][CH:8]=2)[CH2:3][CH2:2]1.[C:18]([CH:20]([C:26]1[CH:31]=[CH:30][C:29](O)=[CH:28][CH:27]=1)[CH2:21][C:22]([O:24]C)=[O:23])#[N:19]. No catalyst specified. The product is [C:18]([CH:20]([C:26]1[CH:31]=[CH:30][C:29]([O:14][CH2:13][C:10]2[CH:11]=[CH:12][C:7]([O:6][CH2:5]/[C:4](/[CH:1]3[CH2:3][CH2:2]3)=[N:15]/[O:16][CH3:17])=[CH:8][CH:9]=2)=[CH:28][CH:27]=1)[CH2:21][C:22]([OH:24])=[O:23])#[N:19]. The yield is 0.442. (6) The reactants are [CH:1]1([C:4]2[N:9]=[C:8]3[N:10]([S:14]([C:17]4[CH:23]=[CH:22][C:20]([CH3:21])=[CH:19][CH:18]=4)(=[O:16])=[O:15])[CH:11]=[C:12](I)[C:7]3=[CH:6][C:5]=2[C:24]2[CH:29]=[CH:28][C:27]([N:30]3[CH2:35][CH2:34][N:33]([C:36]([O:38][C:39]([CH3:42])([CH3:41])[CH3:40])=[O:37])[CH2:32][CH2:31]3)=[CH:26][CH:25]=2)[CH2:3][CH2:2]1.[F:43][C:44]1[CH:45]=[C:46]([CH:64]=[CH:65][CH:66]=1)[CH2:47][N:48]1[C:52]([CH3:53])=[C:51](B2OC(C)(C)C(C)(C)O2)[C:50]([CH3:63])=[N:49]1.C(=O)([O-])[O-].[Na+].[Na+]. The catalyst is Cl[Pd](Cl)([P](C1C=CC=CC=1)(C1C=CC=CC=1)C1C=CC=CC=1)[P](C1C=CC=CC=1)(C1C=CC=CC=1)C1C=CC=CC=1.COCCOC.O. The product is [CH:1]1([C:4]2[N:9]=[C:8]3[N:10]([S:14]([C:17]4[CH:23]=[CH:22][C:20]([CH3:21])=[CH:19][CH:18]=4)(=[O:16])=[O:15])[CH:11]=[C:12]([C:51]4[C:50]([CH3:63])=[N:49][N:48]([CH2:47][C:46]5[CH:64]=[CH:65][CH:66]=[C:44]([F:43])[CH:45]=5)[C:52]=4[CH3:53])[C:7]3=[CH:6][C:5]=2[C:24]2[CH:29]=[CH:28][C:27]([N:30]3[CH2:35][CH2:34][N:33]([C:36]([O:38][C:39]([CH3:42])([CH3:41])[CH3:40])=[O:37])[CH2:32][CH2:31]3)=[CH:26][CH:25]=2)[CH2:3][CH2:2]1. The yield is 0.890.